This data is from NCI-60 drug combinations with 297,098 pairs across 59 cell lines. The task is: Regression. Given two drug SMILES strings and cell line genomic features, predict the synergy score measuring deviation from expected non-interaction effect. (1) Drug 1: COC1=C(C=C2C(=C1)N=CN=C2NC3=CC(=C(C=C3)F)Cl)OCCCN4CCOCC4. Drug 2: CC1C(C(CC(O1)OC2CC(CC3=C2C(=C4C(=C3O)C(=O)C5=C(C4=O)C(=CC=C5)OC)O)(C(=O)CO)O)N)O.Cl. Cell line: 786-0. Synergy scores: CSS=39.1, Synergy_ZIP=-0.120, Synergy_Bliss=-0.729, Synergy_Loewe=-3.86, Synergy_HSA=0.856. (2) Drug 1: C1=CC(=CC=C1C#N)C(C2=CC=C(C=C2)C#N)N3C=NC=N3. Drug 2: CC1CCC2CC(C(=CC=CC=CC(CC(C(=O)C(C(C(=CC(C(=O)CC(OC(=O)C3CCCCN3C(=O)C(=O)C1(O2)O)C(C)CC4CCC(C(C4)OC)O)C)C)O)OC)C)C)C)OC. Cell line: MDA-MB-231. Synergy scores: CSS=-8.74, Synergy_ZIP=2.96, Synergy_Bliss=-1.70, Synergy_Loewe=-7.34, Synergy_HSA=-8.40.